From a dataset of NCI-60 drug combinations with 297,098 pairs across 59 cell lines. Regression. Given two drug SMILES strings and cell line genomic features, predict the synergy score measuring deviation from expected non-interaction effect. (1) Drug 1: CS(=O)(=O)CCNCC1=CC=C(O1)C2=CC3=C(C=C2)N=CN=C3NC4=CC(=C(C=C4)OCC5=CC(=CC=C5)F)Cl. Drug 2: CC(C)CN1C=NC2=C1C3=CC=CC=C3N=C2N. Cell line: RXF 393. Synergy scores: CSS=6.44, Synergy_ZIP=-0.586, Synergy_Bliss=2.31, Synergy_Loewe=1.19, Synergy_HSA=1.26. (2) Drug 1: CCC1(CC2CC(C3=C(CCN(C2)C1)C4=CC=CC=C4N3)(C5=C(C=C6C(=C5)C78CCN9C7C(C=CC9)(C(C(C8N6C)(C(=O)OC)O)OC(=O)C)CC)OC)C(=O)OC)O.OS(=O)(=O)O. Drug 2: CC12CCC3C(C1CCC2O)C(CC4=C3C=CC(=C4)O)CCCCCCCCCS(=O)CCCC(C(F)(F)F)(F)F. Cell line: 786-0. Synergy scores: CSS=1.86, Synergy_ZIP=-1.95, Synergy_Bliss=-4.85, Synergy_Loewe=-2.23, Synergy_HSA=-3.69. (3) Drug 1: CCC1=C2CN3C(=CC4=C(C3=O)COC(=O)C4(CC)O)C2=NC5=C1C=C(C=C5)O. Drug 2: CC1=C(C(=CC=C1)Cl)NC(=O)C2=CN=C(S2)NC3=CC(=NC(=N3)C)N4CCN(CC4)CCO. Cell line: CAKI-1. Synergy scores: CSS=17.0, Synergy_ZIP=-3.05, Synergy_Bliss=-5.44, Synergy_Loewe=-34.2, Synergy_HSA=-6.13.